This data is from Forward reaction prediction with 1.9M reactions from USPTO patents (1976-2016). The task is: Predict the product of the given reaction. (1) Given the reactants [Cl:1][C:2]1[CH:3]=[C:4]([N:8]2[CH2:13][CH2:12][NH:11][CH2:10][CH2:9]2)[CH:5]=[CH:6][CH:7]=1.O1CCCCC1[O:20][NH:21][C:22](/[CH:24]=[CH:25]/[C:26]1[N:31]=[C:30](/[CH:32]=[CH:33]/[C:34](O)=[O:35])[CH:29]=[CH:28][CH:27]=1)=[O:23].C(Cl)CCl.C1C=CC2N(O)N=NC=2C=1, predict the reaction product. The product is: [Cl:1][C:2]1[CH:3]=[C:4]([N:8]2[CH2:13][CH2:12][N:11]([C:34](=[O:35])/[CH:33]=[CH:32]/[C:30]3[N:31]=[C:26](/[CH:25]=[CH:24]/[C:22]([NH:21][OH:20])=[O:23])[CH:27]=[CH:28][CH:29]=3)[CH2:10][CH2:9]2)[CH:5]=[CH:6][CH:7]=1. (2) Given the reactants [S:1]1[C:5]([NH:6][C:7]2[CH:12]=[C:11](Cl)[N:10]=[C:9]([S:14][C:15]3[CH:20]=[CH:19][C:18]([NH:21][C:22](=[O:28])[CH2:23][C:24]([F:27])([F:26])[F:25])=[CH:17][CH:16]=3)[N:8]=2)=[N:4][CH:3]=[N:2]1.[F:29][C@H:30]1[CH2:34][CH2:33][NH:32][CH2:31]1.Cl.CCN(C(C)C)C(C)C, predict the reaction product. The product is: [S:1]1[C:5]([NH:6][C:7]2[CH:12]=[C:11]([N:32]3[CH2:33][CH2:34][C@H:30]([F:29])[CH2:31]3)[N:10]=[C:9]([S:14][C:15]3[CH:20]=[CH:19][C:18]([NH:21][C:22](=[O:28])[CH2:23][C:24]([F:27])([F:26])[F:25])=[CH:17][CH:16]=3)[N:8]=2)=[N:4][CH:3]=[N:2]1. (3) Given the reactants [NH2:1][C:2]1[N:10]=[CH:9][N:8]=[C:7]2[C:3]=1[N:4]=[CH:5][N:6]2[C@H:11]1[C@@H:15]2[O:16]C(C)(C)[O:18][C@@H:14]2[C@@H:13]([CH2:21][N:22]([CH2:27][CH2:28][CH2:29][CH2:30][C:31]2[NH:35][C:34]3[CH:36]=[CH:37][C:38]([C:40]([CH3:43])([CH3:42])[CH3:41])=[CH:39][C:33]=3[N:32]=2)[S:23]([CH3:26])(=[O:25])=[O:24])[O:12]1, predict the reaction product. The product is: [NH2:1][C:2]1[N:10]=[CH:9][N:8]=[C:7]2[C:3]=1[N:4]=[CH:5][N:6]2[C@@H:11]1[O:12][C@H:13]([CH2:21][N:22]([CH2:27][CH2:28][CH2:29][CH2:30][C:31]2[NH:35][C:34]3[CH:36]=[CH:37][C:38]([C:40]([CH3:41])([CH3:42])[CH3:43])=[CH:39][C:33]=3[N:32]=2)[S:23]([CH3:26])(=[O:25])=[O:24])[C@@H:14]([OH:18])[C@H:15]1[OH:16]. (4) Given the reactants Br[C:2]1[CH:7]=[CH:6][C:5]([C:8]([N:10]2[CH2:15][CH2:14][N:13]([C:16]3[C:21]([CH3:22])=[CH:20][C:19]([CH3:23])=[CH:18][N:17]=3)[CH2:12][CH2:11]2)=[O:9])=[C:4]([S:24]([CH3:27])(=[O:26])=[O:25])[CH:3]=1.[O:28]=[C:29]1[NH:33][C@H:32]([CH2:34][O:35]C(=O)C2C=CC=CC=2)[CH2:31][O:30]1, predict the reaction product. The product is: [CH3:22][C:21]1[C:16]([N:13]2[CH2:14][CH2:15][N:10]([C:8]([C:5]3[CH:6]=[CH:7][C:2]([N:33]4[C@H:32]([CH2:34][OH:35])[CH2:31][O:30][C:29]4=[O:28])=[CH:3][C:4]=3[S:24]([CH3:27])(=[O:26])=[O:25])=[O:9])[CH2:11][CH2:12]2)=[N:17][CH:18]=[C:19]([CH3:23])[CH:20]=1. (5) Given the reactants O[C:2]([C:5]1[C:14]([O:15][S:16]([C:19]2[CH:24]=[CH:23][C:22]([CH3:25])=[CH:21][CH:20]=2)(=[O:18])=[O:17])=[CH:13][C:12]2[C:7](=[CH:8][CH:9]=[CH:10][CH:11]=2)[N:6]=1)([CH3:4])[CH3:3].C([O-])(O)=O.[Na+], predict the reaction product. The product is: [CH:2]([C:5]1[C:14]([O:15][S:16]([C:19]2[CH:24]=[CH:23][C:22]([CH3:25])=[CH:21][CH:20]=2)(=[O:17])=[O:18])=[CH:13][C:12]2[C:7](=[CH:8][CH:9]=[CH:10][CH:11]=2)[N:6]=1)([CH3:4])[CH3:3]. (6) Given the reactants Cl[C:2]1[O:3][C:4]([C:7]2[N:12]=[C:11]([NH:13][C:14]3[CH:19]=[CH:18][C:17]([Cl:20])=[CH:16][N:15]=3)[CH:10]=[CH:9][CH:8]=2)=[CH:5][N:6]=1.[S:21]1[CH:25]=[CH:24][C:23](B(O)O)=[CH:22]1.C([O-])([O-])=O.[K+].[K+], predict the reaction product. The product is: [Cl:20][C:17]1[CH:18]=[CH:19][C:14]([NH:13][C:11]2[CH:10]=[CH:9][CH:8]=[C:7]([C:4]3[O:3][C:2]([C:23]4[CH:24]=[CH:25][S:21][CH:22]=4)=[N:6][CH:5]=3)[N:12]=2)=[N:15][CH:16]=1. (7) Given the reactants [NH:1]1[CH2:6][CH2:5][O:4][CH2:3][CH2:2]1.[NH:7]1[CH:11]=[CH:10][CH:9]=[C:8]1[CH:12]=[O:13].[CH2:14]=O, predict the reaction product. The product is: [N:1]1([CH2:14][C:10]2[CH:9]=[C:8]([CH:12]=[O:13])[NH:7][CH:11]=2)[CH2:6][CH2:5][O:4][CH2:3][CH2:2]1.